Dataset: Forward reaction prediction with 1.9M reactions from USPTO patents (1976-2016). Task: Predict the product of the given reaction. (1) Given the reactants [F:1][C:2]1[CH:3]=[C:4]([CH:8]=[CH:9][C:10]=1[C:11]([F:14])([F:13])[F:12])[C:5]([OH:7])=[O:6].C([Li])CCC.[CH3:20][S:21]SC.Cl, predict the reaction product. The product is: [F:1][C:2]1[C:3]([S:21][CH3:20])=[C:4]([CH:8]=[CH:9][C:10]=1[C:11]([F:12])([F:13])[F:14])[C:5]([OH:7])=[O:6]. (2) Given the reactants C(OC(O[C:12]([CH3:15])([CH3:14])[CH3:13])=O)(O[C:12]([CH3:15])([CH3:14])[CH3:13])=O.[C:16](=[O:19])([O-])[OH:17].[Na+].[CH2:21]1[NH:25][CH2:24][CH:23]2[C:26]3[CH:27]=[CH:28][CH:29]=[CH:30][C:31]=3[CH2:32][CH:22]12, predict the reaction product. The product is: [C:12]([NH:25][C:16](=[O:19])[O-:17])([CH3:13])([CH3:14])[CH3:15].[CH2:21]1[NH:25][CH2:24][CH:23]2[C:26]3[CH:27]=[CH:28][CH:29]=[CH:30][C:31]=3[CH2:32][CH:22]12.